Dataset: Choline transporter screen with 302,306 compounds. Task: Binary Classification. Given a drug SMILES string, predict its activity (active/inactive) in a high-throughput screening assay against a specified biological target. (1) The compound is O1C2(OC(C)C)C3CCN(C2=Cc2c1cccc2)CC3. The result is 0 (inactive). (2) The drug is S(c1n(c(nn1)c1n(nc(c1)C)CC)C)c1sc([N+]([O-])=O)cn1. The result is 1 (active). (3) The compound is s1c(Cn2c3nc4c(nc3c(c2N)C(OCC2OCCC2)=O)cccc4)ccc1. The result is 0 (inactive). (4) The compound is S(=O)(=O)(Nc1cc(C(=O)NCC(N2CCCCC2)c2occc2)ccc1)c1cc(F)c(cc1)C. The result is 1 (active).